This data is from Reaction yield outcomes from USPTO patents with 853,638 reactions. The task is: Predict the reaction yield, written as a fraction of the theoretical maximum amount of product (1.0 means a 100% yield; for example, 0.34 means a 34% yield). (1) The reactants are [CH3:1][O:2][C:3](=[O:19])[C:4]1[CH:9]=[C:8]([S:10](=[O:16])(=[O:15])[NH:11][CH2:12][CH2:13][OH:14])[CH:7]=[CH:6][C:5]=1[CH2:17][CH3:18].[C:20]([C:24]1[CH:29]=[CH:28][CH:27]=[CH:26][C:25]=1O)([CH3:23])([CH3:22])[CH3:21].C1(P(C2C=CC=CC=2)C2C=CC=CC=2)C=CC=CC=1.N(C(OCC)=O)=NC(OCC)=O. The yield is 0.100. The catalyst is O1CCCC1.C(OCC)(=O)C. The product is [CH3:1][O:2][C:3](=[O:19])[C:4]1[CH:9]=[C:8]([S:10](=[O:16])(=[O:15])[NH:11][CH2:12][CH2:13][O:14][C:27]2[CH:28]=[CH:29][C:24]([C:20]([CH3:23])([CH3:22])[CH3:21])=[CH:25][CH:26]=2)[CH:7]=[CH:6][C:5]=1[CH2:17][CH3:18]. (2) The reactants are [OH:1][C@@:2]1([CH3:16])[CH2:6][C:5](=[O:7])[N:4](C(OC(C)(C)C)=O)[C@H:3]1[CH3:15]. The catalyst is C(OCC)(=O)C.Cl. The product is [OH:1][C@:2]1([CH3:16])[C@H:3]([CH3:15])[NH:4][C:5](=[O:7])[CH2:6]1. The yield is 0.550. (3) The product is [CH3:22][Si:23]([CH3:25])([CH3:24])[C:26]#[C:27][C:35]1[CH2:39][CH2:34][CH:33]([NH:30][C:31](=[O:42])[O:15][C:16]([CH3:19])([CH3:18])[CH3:17])[CH2:37][CH:36]=1. The catalyst is [Cu]I.C1C=CC([P]([Pd]([P](C2C=CC=CC=2)(C2C=CC=CC=2)C2C=CC=CC=2)([P](C2C=CC=CC=2)(C2C=CC=CC=2)C2C=CC=CC=2)[P](C2C=CC=CC=2)(C2C=CC=CC=2)C2C=CC=CC=2)(C2C=CC=CC=2)C2C=CC=CC=2)=CC=1. The reactants are FC(F)(F)S(OC1CCC(C([O:15][C:16]([CH3:19])([CH3:18])[CH3:17])=O)CC=1)(=O)=O.[CH3:22][Si:23]([C:26]#[CH:27])([CH3:25])[CH3:24].CC[N:30]([CH2:33][CH3:34])[CH2:31]C.[CH2:35]1[CH2:39]O[CH2:37][CH2:36]1.CC[O:42]C(C)=O. The yield is 0.810. (4) The reactants are Br[C:2]1[N:7]=[C:6]([C:8]([NH:10][C:11]2[CH:12]=[N:13][CH:14]=[CH:15][C:16]=2[C@@H:17]2[O:22][C@H:21]([CH3:23])[C@:20]([OH:25])([CH3:24])[C@H:19]([NH:26][C:27](=[O:33])[O:28][C:29]([CH3:32])([CH3:31])[CH3:30])[CH2:18]2)=[O:9])[CH:5]=[CH:4][C:3]=1[F:34].[F:35][C:36]1[CH:37]=[C:38]([CH:43]=[C:44]([F:55])[C:45]=1B1OC(C)(C)C(C)(C)O1)[C:39]([O:41][CH3:42])=[O:40]. No catalyst specified. The product is [C:29]([O:28][C:27]([NH:26][C@H:19]1[C@@:20]([OH:25])([CH3:24])[C@@H:21]([CH3:23])[O:22][C@@H:17]([C:16]2[CH:15]=[CH:14][N:13]=[CH:12][C:11]=2[NH:10][C:8]([C:6]2[N:7]=[C:2]([C:45]3[C:44]([F:55])=[CH:43][C:38]([C:39]([O:41][CH3:42])=[O:40])=[CH:37][C:36]=3[F:35])[C:3]([F:34])=[CH:4][CH:5]=2)=[O:9])[CH2:18]1)=[O:33])([CH3:32])([CH3:31])[CH3:30]. The yield is 1.00.